From a dataset of NCI-60 drug combinations with 297,098 pairs across 59 cell lines. Regression. Given two drug SMILES strings and cell line genomic features, predict the synergy score measuring deviation from expected non-interaction effect. (1) Drug 1: C1CC(=O)NC(=O)C1N2CC3=C(C2=O)C=CC=C3N. Drug 2: CC1=C(C=C(C=C1)NC(=O)C2=CC=C(C=C2)CN3CCN(CC3)C)NC4=NC=CC(=N4)C5=CN=CC=C5. Cell line: SF-268. Synergy scores: CSS=7.19, Synergy_ZIP=1.30, Synergy_Bliss=2.26, Synergy_Loewe=1.62, Synergy_HSA=0.564. (2) Drug 1: C1CC(C1)(C(=O)O)C(=O)O.[NH2-].[NH2-].[Pt+2]. Drug 2: CC1CCCC2(C(O2)CC(NC(=O)CC(C(C(=O)C(C1O)C)(C)C)O)C(=CC3=CSC(=N3)C)C)C. Cell line: SR. Synergy scores: CSS=75.2, Synergy_ZIP=1.68, Synergy_Bliss=1.33, Synergy_Loewe=-0.530, Synergy_HSA=2.49. (3) Drug 1: C1=CC=C(C=C1)NC(=O)CCCCCCC(=O)NO. Drug 2: C1=CN(C=N1)CC(O)(P(=O)(O)O)P(=O)(O)O. Cell line: HT29. Synergy scores: CSS=20.2, Synergy_ZIP=-4.69, Synergy_Bliss=5.59, Synergy_Loewe=-1.09, Synergy_HSA=4.52. (4) Drug 2: CC12CCC3C(C1CCC2OP(=O)(O)O)CCC4=C3C=CC(=C4)OC(=O)N(CCCl)CCCl.[Na+]. Cell line: SW-620. Synergy scores: CSS=57.3, Synergy_ZIP=10.7, Synergy_Bliss=7.79, Synergy_Loewe=-9.23, Synergy_HSA=8.10. Drug 1: CC1=C2C(C(=O)C3(C(CC4C(C3C(C(C2(C)C)(CC1OC(=O)C(C(C5=CC=CC=C5)NC(=O)OC(C)(C)C)O)O)OC(=O)C6=CC=CC=C6)(CO4)OC(=O)C)OC)C)OC.